From a dataset of Reaction yield outcomes from USPTO patents with 853,638 reactions. Predict the reaction yield, written as a fraction of the theoretical maximum amount of product (1.0 means a 100% yield; for example, 0.34 means a 34% yield). (1) The reactants are C(Cl)(=O)C(Cl)=O.CS(C)=O.[CH3:11][C:12]1([CH2:24][CH2:25][OH:26])[C:21]2[C:16](=[CH:17][CH:18]=[C:19]([S:22][CH3:23])[CH:20]=2)[O:15][CH2:14][CH2:13]1.C(N(CC)CC)C. The catalyst is C(Cl)Cl. The product is [CH3:11][C:12]1([CH2:24][CH:25]=[O:26])[C:21]2[C:16](=[CH:17][CH:18]=[C:19]([S:22][CH3:23])[CH:20]=2)[O:15][CH2:14][CH2:13]1. The yield is 0.940. (2) The reactants are Br[C:2]1[C:3]([C:16]2[CH:21]=[CH:20][CH:19]=[CH:18][CH:17]=2)=[N:4][C:5]2[C:10]([N:11]=1)=[CH:9][C:8]([C:12]([O:14]C)=[O:13])=[CH:7][CH:6]=2.[CH2:22]([C:24]1[CH:29]=[CH:28][C:27](B(O)O)=[CH:26][CH:25]=1)[CH3:23]. No catalyst specified. The product is [CH2:22]([C:24]1[CH:29]=[CH:28][C:27]([C:2]2[C:3]([C:16]3[CH:21]=[CH:20][CH:19]=[CH:18][CH:17]=3)=[N:4][C:5]3[C:10]([N:11]=2)=[CH:9][C:8]([C:12]([OH:14])=[O:13])=[CH:7][CH:6]=3)=[CH:26][CH:25]=1)[CH3:23]. The yield is 0.490.